This data is from Forward reaction prediction with 1.9M reactions from USPTO patents (1976-2016). The task is: Predict the product of the given reaction. (1) Given the reactants [CH3:1][O:2][C:3]1[CH:8]=[CH:7][C:6]([C:9]2[CH:17]=[CH:16][CH:15]=[C:14]3[C:10]=2[CH:11]=[C:12]([C:18](O)=[O:19])[NH:13]3)=[CH:5][CH:4]=1.Cl.Cl.Cl.[NH2:24][CH:25]1[CH2:30][CH2:29][N:28]([CH2:31][C@@H:32]([N:34]2[CH2:39][CH2:38][CH:37]([OH:40])[CH2:36][CH2:35]2)[CH3:33])[CH2:27][CH2:26]1, predict the reaction product. The product is: [OH:40][CH:37]1[CH2:36][CH2:35][N:34]([C@@H:32]([CH3:33])[CH2:31][N:28]2[CH2:27][CH2:26][CH:25]([NH:24][C:18]([C:12]3[NH:13][C:14]4[C:10]([CH:11]=3)=[C:9]([C:6]3[CH:5]=[CH:4][C:3]([O:2][CH3:1])=[CH:8][CH:7]=3)[CH:17]=[CH:16][CH:15]=4)=[O:19])[CH2:30][CH2:29]2)[CH2:39][CH2:38]1. (2) Given the reactants [NH2:1][C:2]1[CH:13]=[CH:12][C:11]([F:14])=[CH:10][C:3]=1[C:4](N(OC)C)=[O:5].C([Mg]Cl)(C)C.[N:20]1[CH:25]=[CH:24][CH:23]=[CH:22][C:21]=1[Mg]Br, predict the reaction product. The product is: [NH2:1][C:2]1[CH:13]=[CH:12][C:11]([F:14])=[CH:10][C:3]=1[C:4]([C:21]1[CH:22]=[CH:23][CH:24]=[CH:25][N:20]=1)=[O:5]. (3) Given the reactants Br[C:2]1[CH:7]=[CH:6][CH:5]=[CH:4][C:3]=1[N+:8]([O-])=O.[CH:11](B(O)O)=[CH2:12], predict the reaction product. The product is: [CH:11]([C:2]1[CH:7]=[CH:6][CH:5]=[CH:4][C:3]=1[NH2:8])=[CH2:12].